Dataset: Peptide-MHC class I binding affinity with 185,985 pairs from IEDB/IMGT. Task: Regression. Given a peptide amino acid sequence and an MHC pseudo amino acid sequence, predict their binding affinity value. This is MHC class I binding data. (1) The peptide sequence is NRSGSQQWR. The MHC is HLA-A66:01 with pseudo-sequence HLA-A66:01. The binding affinity (normalized) is 0. (2) The peptide sequence is VLYCVHQEI. The MHC is HLA-A30:01 with pseudo-sequence HLA-A30:01. The binding affinity (normalized) is 0.129.